From a dataset of Catalyst prediction with 721,799 reactions and 888 catalyst types from USPTO. Predict which catalyst facilitates the given reaction. Reactant: C([Si](C)(C)[O:6][CH2:7][CH2:8][N:9]1[CH:13]=[CH:12][C:11]([NH:14][C:15](=[O:31])[C@@H:16]([C:23]2[CH:28]=[CH:27][C:26]([Cl:29])=[C:25]([Cl:30])[CH:24]=2)[CH2:17][CH:18]2[CH2:22][CH2:21][CH2:20][CH2:19]2)=[N:10]1)(C)(C)C. Product: [CH:18]1([CH2:17][C@H:16]([C:23]2[CH:28]=[CH:27][C:26]([Cl:29])=[C:25]([Cl:30])[CH:24]=2)[C:15]([NH:14][C:11]2[CH:12]=[CH:13][N:9]([CH2:8][CH2:7][OH:6])[N:10]=2)=[O:31])[CH2:19][CH2:20][CH2:21][CH2:22]1. The catalyst class is: 502.